From a dataset of Reaction yield outcomes from USPTO patents with 853,638 reactions. Predict the reaction yield, written as a fraction of the theoretical maximum amount of product (1.0 means a 100% yield; for example, 0.34 means a 34% yield). (1) The reactants are [F:1][C:2]1[CH:7]=[N:6][C:5]([C:8]2[CH:12]=[CH:11][NH:10][N:9]=2)=[C:4]2[NH:13][CH:14]=[C:15]([C:16](=[O:36])[C:17]([N:19]3[CH2:24][CH2:23][N:22]([C:25]4[N:29]([C:30]5[CH:35]=[CH:34][CH:33]=[CH:32][CH:31]=5)[N:28]=[N:27][N:26]=4)[CH2:21][CH2:20]3)=[O:18])[C:3]=12.[H-].[Na+].Cl[CH2:40][CH2:41][N:42]1[CH2:47][CH2:46][O:45][CH2:44][CH2:43]1. The catalyst is CN(C=O)C. The product is [F:1][C:2]1[CH:7]=[N:6][C:5]([C:8]2[CH:12]=[CH:11][N:10]([CH2:40][CH2:41][N:42]3[CH2:47][CH2:46][O:45][CH2:44][CH2:43]3)[N:9]=2)=[C:4]2[NH:13][CH:14]=[C:15]([C:16](=[O:36])[C:17]([N:19]3[CH2:24][CH2:23][N:22]([C:25]4[N:29]([C:30]5[CH:31]=[CH:32][CH:33]=[CH:34][CH:35]=5)[N:28]=[N:27][N:26]=4)[CH2:21][CH2:20]3)=[O:18])[C:3]=12. The yield is 0.670. (2) The reactants are C([O:3][C:4](=[O:15])[CH2:5][O:6][C:7]1[CH:12]=[CH:11][CH:10]=[C:9]([O:13][CH3:14])[CH:8]=1)C.[OH-].[Na+].Cl. The catalyst is CCO. The product is [CH3:14][O:13][C:9]1[CH:8]=[C:7]([CH:12]=[CH:11][CH:10]=1)[O:6][CH2:5][C:4]([OH:15])=[O:3]. The yield is 0.920.